From a dataset of Reaction yield outcomes from USPTO patents with 853,638 reactions. Predict the reaction yield, written as a fraction of the theoretical maximum amount of product (1.0 means a 100% yield; for example, 0.34 means a 34% yield). (1) The reactants are [F:1][C:2]1[CH:3]=[C:4]([C:8]2[C:12]([CH2:13]O)=[C:11]([CH3:15])[O:10][N:9]=2)[CH:5]=[CH:6][CH:7]=1.[C:16]1(=[O:26])[NH:20][C:19](=[O:21])[C:18]2=[CH:22][CH:23]=[CH:24][CH:25]=[C:17]12.C1(P(C2C=CC=CC=2)C2C=CC=CC=2)C=CC=CC=1.N(C(OCC)=O)=NC(OCC)=O. The catalyst is C1COCC1. The product is [F:1][C:2]1[CH:3]=[C:4]([C:8]2[C:12]([CH2:13][N:20]3[C:16](=[O:26])[C:17]4[C:18](=[CH:22][CH:23]=[CH:24][CH:25]=4)[C:19]3=[O:21])=[C:11]([CH3:15])[O:10][N:9]=2)[CH:5]=[CH:6][CH:7]=1. The yield is 0.660. (2) The reactants are CON(C)[C:4]([C:6]1[S:10][CH:9]2[CH:11]=[CH:12][S:13][CH:8]2[CH:7]=1)=[O:5].[CH3:15][Mg]Br. The catalyst is C1COCC1. The product is [S:10]1[C:6]([C:4](=[O:5])[CH3:15])=[CH:7][CH:8]2[S:13][CH:12]=[CH:11][CH:9]12. The yield is 0.800. (3) The reactants are O=[CH:2][C:3]1[CH:11]=[CH:10][C:8]([OH:9])=[C:5]([O:6][CH3:7])[CH:4]=1.Cl.[NH2:13][CH2:14][CH2:15][SH:16]. The catalyst is C(O)C.O. The yield is 0.670. The product is [OH:9][C:8]1[CH:10]=[CH:11][C:3]([CH:2]2[NH:13][CH2:14][CH2:15][S:16]2)=[CH:4][C:5]=1[O:6][CH3:7]. (4) The reactants are [C:1]([OH:7])([C:3]([F:6])([F:5])[F:4])=[O:2].[C:8]([C:10]1[N:11]([C:46]2[CH:51]=[CH:50][CH:49]=[CH:48][C:47]=2[C:52]#[N:53])[C:12]2[C:17]([C:18]=1[CH2:19][N:20]1[C:26](=[O:27])[C@@H:25]([NH:28][C:29](=[O:41])[C@@H:30]([N:32](C)[C:33](=O)OC(C)(C)C)[CH3:31])[CH2:24][O:23][C:22]3[CH:42]=[CH:43][CH:44]=[CH:45][C:21]1=3)=[CH:16][CH:15]=[CH:14][CH:13]=2)#[N:9].CC#N.O. The catalyst is C(Cl)Cl. The product is [F:4][C:3]([F:6])([F:5])[C:1]([OH:7])=[O:2].[C:8]([C:10]1[N:11]([C:46]2[CH:51]=[CH:50][CH:49]=[CH:48][C:47]=2[C:52]#[N:53])[C:12]2[C:17]([C:18]=1[CH2:19][N:20]1[C:26](=[O:27])[C@@H:25]([NH:28][C:29](=[O:41])[C@@H:30]([NH:32][CH3:33])[CH3:31])[CH2:24][O:23][C:22]3[CH:42]=[CH:43][CH:44]=[CH:45][C:21]1=3)=[CH:16][CH:15]=[CH:14][CH:13]=2)#[N:9]. The yield is 0.935. (5) The reactants are [S:1]1[CH:5]=[CH:4][CH:3]=[C:2]1[C:6](Cl)=[O:7].[CH3:9][O:10][C:11]1[CH:12]=[C:13]([CH:15]=[CH:16][CH:17]=1)[NH2:14].CCN(C(C)C)C(C)C. The catalyst is C(Cl)Cl. The product is [CH3:9][O:10][C:11]1[CH:12]=[C:13]([NH:14][C:6]([C:2]2[S:1][CH:5]=[CH:4][CH:3]=2)=[O:7])[CH:15]=[CH:16][CH:17]=1. The yield is 0.700. (6) The reactants are [Cl:1][C:2]1[CH:7]=[C:6]([F:8])[C:5]([N+:9]([O-])=O)=[CH:4][C:3]=1[F:12]. The catalyst is C(O)(=O)C.[Fe]. The product is [Cl:1][C:2]1[C:3]([F:12])=[CH:4][C:5]([NH2:9])=[C:6]([F:8])[CH:7]=1. The yield is 0.800.